Task: Predict the product of the given reaction.. Dataset: Forward reaction prediction with 1.9M reactions from USPTO patents (1976-2016) Given the reactants [Cl:1][C:2]1[C:7](NC(=O)C)=[CH:6][CH:5]=[C:4]([Cl:12])[N:3]=1.[N:13]1C=CC=C[CH:14]=1.FC(F)(F)C(OC(=O)C(F)(F)F)=O, predict the reaction product. The product is: [Cl:1][C:2]1[C:7]([C:14]#[N:13])=[CH:6][CH:5]=[C:4]([Cl:12])[N:3]=1.